From a dataset of Forward reaction prediction with 1.9M reactions from USPTO patents (1976-2016). Predict the product of the given reaction. (1) Given the reactants [Si:1]([O:8][CH2:9][C:10]1[N:11]([CH3:26])[C:12]2[C:17]([CH:18]=1)=[CH:16][C:15]([CH:19]=[O:20])=[C:14]([O:21][CH2:22][C:23]([CH3:25])=[CH2:24])[CH:13]=2)([C:4]([CH3:7])([CH3:6])[CH3:5])([CH3:3])[CH3:2].[CH:27]([Mg]Br)=[CH2:28].[NH4+].[Cl-].O, predict the reaction product. The product is: [Si:1]([O:8][CH2:9][C:10]1[N:11]([CH3:26])[C:12]2[C:17]([CH:18]=1)=[CH:16][C:15]([CH:19]([OH:20])[CH:27]=[CH2:28])=[C:14]([O:21][CH2:22][C:23]([CH3:25])=[CH2:24])[CH:13]=2)([C:4]([CH3:7])([CH3:6])[CH3:5])([CH3:3])[CH3:2]. (2) Given the reactants [CH2:1]([O:8][C:9]1[C:14]2[C:15]([OH:18])=[N:16][O:17][C:13]=2[CH:12]=[CH:11][CH:10]=1)[C:2]1[CH:7]=[CH:6][CH:5]=[CH:4][CH:3]=1.O[CH2:20][CH:21]1[CH2:26][CH2:25][N:24]([C:27]([O:29][C:30]([CH3:33])([CH3:32])[CH3:31])=[O:28])[CH2:23][CH2:22]1.OCCC1CCN(C(OC(C)(C)C)=O)CC1, predict the reaction product. The product is: [CH2:1]([O:8][C:9]1[C:14]2[C:15]([O:18][CH2:20][CH:21]3[CH2:26][CH2:25][N:24]([C:27]([O:29][C:30]([CH3:31])([CH3:33])[CH3:32])=[O:28])[CH2:23][CH2:22]3)=[N:16][O:17][C:13]=2[CH:12]=[CH:11][CH:10]=1)[C:2]1[CH:3]=[CH:4][CH:5]=[CH:6][CH:7]=1.